Dataset: Forward reaction prediction with 1.9M reactions from USPTO patents (1976-2016). Task: Predict the product of the given reaction. Given the reactants [Cl:1][C:2]1[CH:3]=[C:4]([C:9]([F:12])([F:11])[F:10])[CH:5]=[CH:6][C:7]=1I.C([N:20]1[CH2:25][CH2:24][NH:23][CH2:22][CH2:21]1)(OC(C)(C)C)=O.CC(C)([O-])C.[Na+].C1(C)C=CC=CC=1P(C1C=CC=CC=1C)C1C=CC=CC=1C, predict the reaction product. The product is: [Cl:1][C:2]1[CH:3]=[C:4]([C:9]([F:12])([F:11])[F:10])[CH:5]=[CH:6][C:7]=1[N:20]1[CH2:25][CH2:24][NH:23][CH2:22][CH2:21]1.